From a dataset of Aqueous solubility values for 9,982 compounds from the AqSolDB database. Regression/Classification. Given a drug SMILES string, predict its absorption, distribution, metabolism, or excretion properties. Task type varies by dataset: regression for continuous measurements (e.g., permeability, clearance, half-life) or binary classification for categorical outcomes (e.g., BBB penetration, CYP inhibition). For this dataset (solubility_aqsoldb), we predict Y. (1) The drug is CC(C)CCCCCCCCCCOC(=O)CCCCC(=O)OCCCCCCCCCCC(C)C. The Y is -5.71 log mol/L. (2) The drug is O=CCC/C=C1\CC2CC1C1CCCC21. The Y is -4.09 log mol/L. (3) The molecule is Cc1ncc([N+](=O)[O-])n1CCOC(=O)c1ccc(CN2CCOCC2)cc1. The Y is -2.89 log mol/L. (4) The drug is CN1/C(=C(/O)Nc2ccccn2)C(=O)c2ccccc2S1(=O)=O. The Y is -4.16 log mol/L. (5) The compound is O=C(O)c1ccccc1Cl. The Y is -1.89 log mol/L. (6) The molecule is COc1ccccc1C(=O)O. The Y is -1.60 log mol/L.